Dataset: Reaction yield outcomes from USPTO patents with 853,638 reactions. Task: Predict the reaction yield, written as a fraction of the theoretical maximum amount of product (1.0 means a 100% yield; for example, 0.34 means a 34% yield). (1) The reactants are [Br:1][C:2]1[CH:23]=[CH:22][C:5]([CH2:6][CH:7]([CH2:14][C:15]2[CH:20]=[CH:19][C:18]([Br:21])=[CH:17][CH:16]=2)[C:8]([CH3:13])([CH3:12])[CH2:9][CH2:10][OH:11])=[CH:4][CH:3]=1.N1C=CN=C1.CN(C)C=O.[CH:34]([Si:37](Cl)([CH:41]([CH3:43])[CH3:42])[CH:38]([CH3:40])[CH3:39])([CH3:36])[CH3:35]. The catalyst is O. The product is [Br:1][C:2]1[CH:3]=[CH:4][C:5]([CH2:6][CH:7]([CH2:14][C:15]2[CH:16]=[CH:17][C:18]([Br:21])=[CH:19][CH:20]=2)[C:8]([CH3:13])([CH3:12])[CH2:9][CH2:10][O:11][Si:37]([CH:41]([CH3:43])[CH3:42])([CH:38]([CH3:40])[CH3:39])[CH:34]([CH3:36])[CH3:35])=[CH:22][CH:23]=1. The yield is 0.830. (2) The yield is 0.800. The reactants are [NH2:1][CH2:2][CH2:3][CH2:4][CH2:5][NH2:6].[C:7](#[N:10])[CH:8]=[CH2:9]. The product is [C:7]([CH2:8][CH2:9][NH:1][CH2:2][CH2:3][CH2:4][CH2:5][NH2:6])#[N:10]. The catalyst is CO. (3) The reactants are [Cl:1][CH2:2][CH2:3][N:4]1[CH2:8][CH2:7][CH2:6][CH2:5]1.[OH-].[Na+].[CH:11]1([O:14][C:15]2[CH:20]=[CH:19][C:18]([C:21]3[S:39][C:24]4[C:25](=[O:38])[N:26]([C:29]5[CH:34]=[CH:33][C:32]([OH:35])=[C:31]([O:36][CH3:37])[CH:30]=5)[CH2:27][CH2:28][C:23]=4[CH:22]=3)=[CH:17][CH:16]=2)[CH2:13][CH2:12]1.C1(O)C=CC=CC=1.C([O-])([O-])=O.[K+].[K+].[Cl-]. The catalyst is CN(C=O)C.C(Cl)Cl. The product is [ClH:1].[CH:11]1([O:14][C:15]2[CH:16]=[CH:17][C:18]([C:21]3[S:39][C:24]4[C:25](=[O:38])[N:26]([C:29]5[CH:34]=[CH:33][C:32]([O:35][CH2:2][CH2:3][N:4]6[CH2:8][CH2:7][CH2:6][CH2:5]6)=[C:31]([O:36][CH3:37])[CH:30]=5)[CH2:27][CH2:28][C:23]=4[CH:22]=3)=[CH:19][CH:20]=2)[CH2:12][CH2:13]1. The yield is 0.360. (4) The reactants are [CH3:1][N:2]1[C:6]([CH2:7]O)=[CH:5][N:4]=[C:3]1[C:9]1[CH:14]=[CH:13][CH:12]=[CH:11][CH:10]=1.O=S(Cl)[Cl:17]. No catalyst specified. The product is [ClH:17].[Cl:17][CH2:7][C:6]1[N:2]([CH3:1])[C:3]([C:9]2[CH:14]=[CH:13][CH:12]=[CH:11][CH:10]=2)=[N:4][CH:5]=1. The yield is 0.860. (5) The reactants are [C:1]12([NH2:11])[CH2:10][CH:5]3[CH2:6][CH:7]([CH2:9][CH:3]([CH2:4]3)[CH2:2]1)[CH2:8]2.[OH:12][C:13]1[CH:20]=[CH:19][C:16]([CH:17]=O)=[C:15]([O:21][CH3:22])[CH:14]=1. No catalyst specified. The product is [C:1]12([NH:11][CH2:17][C:16]3[CH:19]=[CH:20][C:13]([OH:12])=[CH:14][C:15]=3[O:21][CH3:22])[CH2:8][CH:7]3[CH2:6][CH:5]([CH2:4][CH:3]([CH2:9]3)[CH2:2]1)[CH2:10]2. The yield is 0.720. (6) The catalyst is C1COCC1.CN(C)C1C=CN=CC=1.CCOC(C)=O. The reactants are [CH3:1][O:2][C:3]1[CH:4]=[C:5]2[C:10](=[CH:11][C:12]=1[O:13][CH3:14])[N:9]=[CH:8][N:7]=[C:6]2[S:15][C:16]1[CH:17]=[C:18]([CH:20]=[CH:21][CH:22]=1)[NH2:19].[CH3:23][O:24][C:25]1[CH:26]=[C:27]([NH:35][C:36](=O)[O:37]C2C=CC=CC=2)[CH:28]=[C:29]([C:31]([F:34])([F:33])[F:32])[CH:30]=1.C(N(C(C)C)CC)(C)C. The yield is 0.560. The product is [CH3:1][O:2][C:3]1[CH:4]=[C:5]2[C:10](=[CH:11][C:12]=1[O:13][CH3:14])[N:9]=[CH:8][N:7]=[C:6]2[S:15][C:16]1[CH:17]=[C:18]([NH:19][C:36]([NH:35][C:27]2[CH:28]=[C:29]([C:31]([F:32])([F:33])[F:34])[CH:30]=[C:25]([O:24][CH3:23])[CH:26]=2)=[O:37])[CH:20]=[CH:21][CH:22]=1. (7) The reactants are [CH3:1][CH:2]([CH2:4][CH2:5][CH2:6][C@H:7]([C@@H:9]1[C@:27]2([CH3:28])[C@H:12]([C@H:13]3[C@H:24]([CH2:25][CH2:26]2)[C@:22]2([CH3:23])[C:16]([CH2:17][C@H:18]([CH2:20][CH2:21]2)[OH:19])=[CH:15][CH2:14]3)[CH2:11][CH2:10]1)[CH3:8])[CH3:3].[CH3:29][C:30](C)([O-:32])[CH3:31].[Li+].C(C1OC1)Br. The catalyst is CN(C)C(=O)C. The product is [CH2:29]([CH2:3][CH:2]([CH2:4][CH2:5][CH2:6][C@H:7]([C@@H:9]1[C@:27]2([CH3:28])[C@H:12]([C@H:13]3[C@H:24]([CH2:25][CH2:26]2)[C@:22]2([CH3:23])[C:16]([CH2:17][C@H:18]([CH2:20][CH2:21]2)[OH:19])=[CH:15][CH2:14]3)[CH2:11][CH2:10]1)[CH3:8])[CH3:1])[CH:30]1[O:32][CH2:31]1. The yield is 0.640. (8) The catalyst is O1CCCC1. The reactants are [Cl-].[Al+3].[Cl-].[Cl-].[H-].[Al+3].[Li+].[H-].[H-].[H-].[Br:11][C:12]1[CH:13]=[C:14]([S:18][C:19]2[N:23]([C:24]3[CH:29]=[C:28]([F:30])[CH:27]=[CH:26][C:25]=3[F:31])[N:22]=[C:21]([C:32]([NH:34][CH3:35])=O)[CH:20]=2)[CH:15]=[CH:16][CH:17]=1.[OH-].[Na+]. The product is [Br:11][C:12]1[CH:13]=[C:14]([S:18][C:19]2[N:23]([C:24]3[CH:29]=[C:28]([F:30])[CH:27]=[CH:26][C:25]=3[F:31])[N:22]=[C:21]([CH2:32][NH:34][CH3:35])[CH:20]=2)[CH:15]=[CH:16][CH:17]=1. The yield is 0.900. (9) The reactants are [CH2:1]([Li])[CH2:2][CH2:3][CH3:4].CCCCCC.[CH:12]([NH:15]C(C)C)(C)C.CN1C(=O)N(C)CCC1.[CH:28]1([C:31]#[N:32])[CH2:30][CH2:29]1.BrC[CH2:35][CH2:36][CH2:37][CH2:38][CH2:39][CH2:40][CH2:41][CH2:42][CH2:43][CH2:44]Br. The catalyst is C1COCC1. The product is [CH2:1]([C:28]1([C:31]#[N:32])[CH2:30][CH2:29]1)[CH2:2][CH2:3][CH2:4][CH2:44][CH2:43][CH2:42][CH2:41][CH2:40][CH2:39][CH2:38][C:37]1([C:12]#[N:15])[CH2:36][CH2:35]1. The yield is 0.685. (10) The reactants are [CH3:1][CH:2]([CH2:4][CH2:5][CH2:6][C@H:7]([C@@H:9]1[C@:26]2([CH3:27])[C@H:12]([C@H:13]3[C@H:23]([CH2:24][CH2:25]2)[C@:21]2([CH3:22])[C:16]([CH2:17][C@@H:18]([N:28](S(C4C=CC=CC=4[N+]([O-])=O)(=O)=O)[CH2:29][CH2:30][CH2:31][NH:32][C:33](=[O:52])[CH2:34][CH2:35][CH2:36][CH2:37][CH2:38][NH:39][C:40]4[CH:45]=[CH:44][C:43]([N+:46]([O-:48])=[O:47])=[CH:42][C:41]=4[N+:49]([O-:51])=[O:50])[CH2:19][CH2:20]2)=[CH:15][CH2:14]3)[CH2:11][CH2:10]1)[CH3:8])[CH3:3].C([O-])([O-])=O.[K+].[K+].C1(S)C=CC=CC=1. The catalyst is CN(C)C=O. The product is [CH3:3][CH:2]([CH2:4][CH2:5][CH2:6][C@H:7]([C@@H:9]1[C@:26]2([CH3:27])[C@H:12]([C@H:13]3[C@H:23]([CH2:24][CH2:25]2)[C@:21]2([CH3:22])[C:16]([CH2:17][C@@H:18]([NH:28][CH2:29][CH2:30][CH2:31][NH:32][C:33](=[O:52])[CH2:34][CH2:35][CH2:36][CH2:37][CH2:38][NH:39][C:40]4[CH:45]=[CH:44][C:43]([N+:46]([O-:48])=[O:47])=[CH:42][C:41]=4[N+:49]([O-:51])=[O:50])[CH2:19][CH2:20]2)=[CH:15][CH2:14]3)[CH2:11][CH2:10]1)[CH3:8])[CH3:1]. The yield is 0.590.